From a dataset of Reaction yield outcomes from USPTO patents with 853,638 reactions. Predict the reaction yield, written as a fraction of the theoretical maximum amount of product (1.0 means a 100% yield; for example, 0.34 means a 34% yield). The reactants are [NH2:1][C:2]1[C:3]([NH:8][C:9]2[CH:14]=[CH:13][CH:12]=[CH:11][CH:10]=2)=[N:4][CH:5]=[CH:6][CH:7]=1.O=[C:16]([C:22](OCC)=[O:23])[C:17]([O:19][CH2:20][CH3:21])=[O:18]. The catalyst is C(O)C. The product is [O:23]=[C:22]1[N:8]([C:9]2[CH:10]=[CH:11][CH:12]=[CH:13][CH:14]=2)[C:3]2[N:4]=[CH:5][CH:6]=[CH:7][C:2]=2[N:1]=[C:16]1[C:17]([O:19][CH2:20][CH3:21])=[O:18]. The yield is 0.580.